This data is from Reaction yield outcomes from USPTO patents with 853,638 reactions. The task is: Predict the reaction yield, written as a fraction of the theoretical maximum amount of product (1.0 means a 100% yield; for example, 0.34 means a 34% yield). (1) The reactants are [CH3:1][O:2][C:3]1[CH:8]=[CH:7][C:6]([C:9]23[NH:27][CH2:26][CH2:25][N:10]2[C:11](=[O:24])[C:12]2[N:13]([C:15]([C:18]#[C:19][Si](C)(C)C)=[CH:16][CH:17]=2)[CH2:14]3)=[CH:5][CH:4]=1.C(=O)([O-])[O-].[K+].[K+]. The catalyst is CO.C(Cl)Cl. The product is [C:18]([C:15]1[N:13]2[CH2:14][C:9]3([C:6]4[CH:7]=[CH:8][C:3]([O:2][CH3:1])=[CH:4][CH:5]=4)[NH:27][CH2:26][CH2:25][N:10]3[C:11](=[O:24])[C:12]2=[CH:17][CH:16]=1)#[CH:19]. The yield is 0.890. (2) The reactants are [C:1]([C:5]1[CH:9]=[C:8]([NH:10][C:11]([NH:13][C@@H:14]2[C:23]3[C:18](=[CH:19][CH:20]=[CH:21][CH:22]=3)[C@H:17]([O:24][C:25]3[CH:26]=[CH:27][C:28]4[N:29]([C:31]([N:34]5[CH2:38][CH2:37][CH2:36][C@@H:35]5[CH3:39])=[N:32][N:33]=4)[CH:30]=3)[CH2:16][CH2:15]2)=[O:12])[N:7]([C:40]2[CH:41]=[CH:42][C:43]([Cl:54])=[C:44]([CH:53]=2)[O:45][CH2:46][CH2:47][O:48]S(C)(=O)=O)[N:6]=1)([CH3:4])([CH3:3])[CH3:2].[CH3:55][NH:56][CH3:57].C1C[O:61]CC1. No catalyst specified. The product is [CH:47]([OH:48])=[O:61].[C:1]([C:5]1[CH:9]=[C:8]([NH:10][C:11]([NH:13][C@@H:14]2[C:23]3[C:18](=[CH:19][CH:20]=[CH:21][CH:22]=3)[C@H:17]([O:24][C:25]3[CH:26]=[CH:27][C:28]4[N:29]([C:31]([N:34]5[CH2:38][CH2:37][CH2:36][C@@H:35]5[CH3:39])=[N:32][N:33]=4)[CH:30]=3)[CH2:16][CH2:15]2)=[O:12])[N:7]([C:40]2[CH:41]=[CH:42][C:43]([Cl:54])=[C:44]([O:45][CH2:46][CH2:47][N:56]([CH3:57])[CH3:55])[CH:53]=2)[N:6]=1)([CH3:4])([CH3:3])[CH3:2]. The yield is 0.380. (3) The reactants are C([O:5][C:6]([CH:8]1[CH:12]([C:13]2[CH:18]=[CH:17][CH:16]=[C:15]([Br:19])[CH:14]=2)[C:11]([C:22]2[CH:27]=[CH:26][C:25]([Cl:28])=[CH:24][C:23]=2[F:29])([C:20]#[N:21])[CH:10]([CH2:30][C:31]([CH3:34])([CH3:33])[CH3:32])[NH:9]1)=[O:7])(C)(C)C.[F:35][C:36]([F:41])([F:40])[C:37]([OH:39])=[O:38]. The yield is 0.830. The product is [F:35][C:36]([F:41])([F:40])[C:37]([OH:39])=[O:38].[Br:19][C:15]1[CH:14]=[C:13]([CH:12]2[C:11]([C:22]3[CH:27]=[CH:26][C:25]([Cl:28])=[CH:24][C:23]=3[F:29])([C:20]#[N:21])[CH:10]([CH2:30][C:31]([CH3:33])([CH3:34])[CH3:32])[NH:9][CH:8]2[C:6]([OH:7])=[O:5])[CH:18]=[CH:17][CH:16]=1. The catalyst is ClCCl. (4) The reactants are [F:1][C:2]1[CH:7]=[CH:6][CH:5]=[C:4]([F:8])[C:3]=1[C:9]1[S:10][CH:11]=[C:12]([C:14]([O:16]CC)=[O:15])[N:13]=1.[Li+].[OH-].Cl. The catalyst is C1COCC1.CO. The product is [F:8][C:4]1[CH:5]=[CH:6][CH:7]=[C:2]([F:1])[C:3]=1[C:9]1[S:10][CH:11]=[C:12]([C:14]([OH:16])=[O:15])[N:13]=1. The yield is 0.880.